Dataset: Forward reaction prediction with 1.9M reactions from USPTO patents (1976-2016). Task: Predict the product of the given reaction. (1) Given the reactants [CH:1]1([NH:4][C:5](=[O:38])[NH:6][C:7]2[CH:36]=[CH:35][C:10]([O:11][C:12]3[CH:17]=[CH:16][N:15]=[C:14]4[CH:18]=[C:19]([C:21]5[CH2:26][CH2:25][N:24]([C:27](=[O:34])[CH2:28][CH2:29][C:30]([O:32]C)=[O:31])[CH2:23][CH:22]=5)[S:20][C:13]=34)=[C:9]([F:37])[CH:8]=2)[CH2:3][CH2:2]1.[OH-].[Na+], predict the reaction product. The product is: [CH:1]1([NH:4][C:5](=[O:38])[NH:6][C:7]2[CH:36]=[CH:35][C:10]([O:11][C:12]3[CH:17]=[CH:16][N:15]=[C:14]4[CH:18]=[C:19]([C:21]5[CH2:26][CH2:25][N:24]([C:27](=[O:34])[CH2:28][CH2:29][C:30]([OH:32])=[O:31])[CH2:23][CH:22]=5)[S:20][C:13]=34)=[C:9]([F:37])[CH:8]=2)[CH2:3][CH2:2]1. (2) Given the reactants [F:1][C:2]1[CH:3]=[C:4]([C:8]2[N:12]3[N:13]=[C:14]([NH:17][C@H:18]4[CH2:23][CH2:22][C@H:21]([NH2:24])[CH2:20][CH2:19]4)[CH:15]=[CH:16][C:11]3=[N:10][CH:9]=2)[CH:5]=[CH:6][CH:7]=1.CCN(C(C)C)C(C)C.[CH3:34][S:35](Cl)(=[O:37])=[O:36], predict the reaction product. The product is: [F:1][C:2]1[CH:3]=[C:4]([C:8]2[N:12]3[N:13]=[C:14]([NH:17][C@H:18]4[CH2:23][CH2:22][C@H:21]([NH:24][S:35]([CH3:34])(=[O:37])=[O:36])[CH2:20][CH2:19]4)[CH:15]=[CH:16][C:11]3=[N:10][CH:9]=2)[CH:5]=[CH:6][CH:7]=1. (3) Given the reactants N[C@@H]1C2C(=CC=CC=2)C[C@@H]1O.[C:12]([C:16]1[CH:21]=[CH:20][C:19]([CH:22](F)[C:23]2[C:24]([C:39]3[CH:44]=[CH:43][C:42]([F:45])=[CH:41][CH:40]=3)=[C:25]3[C:30](=[CH:31][C:32]=2[CH:33]([CH3:35])[CH3:34])[O:29][C:28]([CH3:37])([CH3:36])[CH2:27][C:26]3=[O:38])=[CH:18][CH:17]=1)([CH3:15])([CH3:14])[CH3:13].CO, predict the reaction product. The product is: [C:12]([C:16]1[CH:17]=[CH:18][C:19]([CH2:22][C:23]2[C:24]([C:39]3[CH:40]=[CH:41][C:42]([F:45])=[CH:43][CH:44]=3)=[C:25]3[C:30](=[CH:31][C:32]=2[CH:33]([CH3:35])[CH3:34])[O:29][C:28]([CH3:36])([CH3:37])[CH2:27][C@@H:26]3[OH:38])=[CH:20][CH:21]=1)([CH3:14])([CH3:15])[CH3:13]. (4) Given the reactants CC1C=CC(S(OCC2CC3C=CC=C(C4C=CC=C(F)C=4)C=3O2)(=O)=O)=CC=1.[N-]=[N+]=[N-].[Na+].[N:33]([CH2:36][CH:37]1[CH2:41][C:40]2[CH:42]=[CH:43][CH:44]=[C:45]([C:46]3[CH:51]=[CH:50][CH:49]=[C:48]([F:52])[CH:47]=3)[C:39]=2[O:38]1)=[N+]=[N-].[N-]=[N+]=[N-], predict the reaction product. The product is: [F:52][C:48]1[CH:47]=[C:46]([C:45]2[C:39]3[O:38][CH:37]([CH2:36][NH2:33])[CH2:41][C:40]=3[CH:42]=[CH:43][CH:44]=2)[CH:51]=[CH:50][CH:49]=1. (5) Given the reactants [P:1]([O-:12])([O:7][C:8]([CH3:11])([CH3:10])[CH3:9])[O:2][C:3]([CH3:6])([CH3:5])[CH3:4].[H-].[Na+].[N:15]1[CH:20]=[CH:19][CH:18]=[C:17]([CH:21]=[O:22])[CH:16]=1, predict the reaction product. The product is: [C:3]([O:2][P:1]([CH:21]([OH:22])[C:17]1[CH:16]=[N:15][CH:20]=[CH:19][CH:18]=1)(=[O:12])[O:7][C:8]([CH3:11])([CH3:10])[CH3:9])([CH3:5])([CH3:6])[CH3:4]. (6) Given the reactants Br[C:2]1[C:11]2[O:10]C[N:8]([C:12]([CH3:15])([CH3:14])[CH3:13])[CH2:7][C:6]=2[CH:5]=[C:4]([C:16]([CH3:19])([CH3:18])[CH3:17])[CH:3]=1.[Cl:20][C:21]1[S:25][C:24](B(O)O)=[CH:23][CH:22]=1, predict the reaction product. The product is: [ClH:20].[C:16]([C:4]1[CH:3]=[C:2]([C:24]2[S:25][C:21]([Cl:20])=[CH:22][CH:23]=2)[C:11]([OH:10])=[C:6]([CH2:7][NH:8][C:12]([CH3:13])([CH3:14])[CH3:15])[CH:5]=1)([CH3:17])([CH3:18])[CH3:19]. (7) Given the reactants [C:1]1(=O)[CH2:8][CH2:7][CH2:6][CH2:5][CH2:4][CH2:3][C:2]1=O.COP([CH2:17][C:18]([C:20]1([CH3:23])[CH2:22][CH2:21]1)=O)(=O)OC.O.[NH2:25][NH2:26], predict the reaction product. The product is: [CH3:23][C:20]1([C:18]2[N:26]=[N:25][C:2]3[CH2:3][CH2:4][CH2:5][CH2:6][CH2:7][CH2:8][C:1]=3[CH:17]=2)[CH2:22][CH2:21]1. (8) Given the reactants C([O-])([O-])=O.[Ca+2:5].[Ca].[P:7]([O-:11])([O-:10])([O-:9])=[O:8], predict the reaction product. The product is: [O-:9][P:7]([O-:11])([O-:10])=[O:8].[O-:9][P:7]([O-:11])([O-:10])=[O:8].[Ca+2:5].[Ca+2:5].[Ca+2:5]. (9) The product is: [CH3:43][O:44][C:4]1[CH:5]=[CH:6][C:1]([N:7]2[C:12](=[O:13])[C:11]3[S:14][CH:15]=[C:16]([C:17]4[C:18]5[C:19](=[CH:25][CH:24]=[CH:28][CH:27]=5)[CH:20]=[CH:21][CH:22]=4)[C:10]=3[N:9]=[CH:8]2)=[CH:2][CH:3]=1. Given the reactants [C:1]1([N:7]2[C:12](=[O:13])[C:11]3[S:14][CH:15]=[C:16]([C:17]4[CH:22]=[CH:21][CH:20]=[CH:19][CH:18]=4)[C:10]=3[N:9]=[CH:8]2)[CH:6]=[CH:5][CH:4]=[CH:3][CH:2]=1.N[C:24]1[C:28]([C:24]2[C:25]3[C:24](=[CH:28][CH:27]=CC=3)[CH:25]=[CH:27][CH:28]=2)=[CH:27]S[C:25]=1C(OC)=O.[CH:43](OCC)(OCC)[O:44]CC.COC1C=CC(N)=CC=1, predict the reaction product.